This data is from Aqueous solubility values for 9,982 compounds from the AqSolDB database. The task is: Regression/Classification. Given a drug SMILES string, predict its absorption, distribution, metabolism, or excretion properties. Task type varies by dataset: regression for continuous measurements (e.g., permeability, clearance, half-life) or binary classification for categorical outcomes (e.g., BBB penetration, CYP inhibition). For this dataset (solubility_aqsoldb), we predict Y. (1) The molecule is NC(=O)CCC(N)C(=O)O. The Y is -0.540 log mol/L. (2) The compound is CC(=O)/C=C/c1ccccc1. The Y is -2.05 log mol/L.